This data is from Catalyst prediction with 721,799 reactions and 888 catalyst types from USPTO. The task is: Predict which catalyst facilitates the given reaction. (1) The catalyst class is: 4. Reactant: [CH3:1][Si:2]([CH3:13])([CH3:12])[O:3][C:4]1([C:10]#N)[CH2:9][CH2:8][O:7][CH2:6][CH2:5]1.[H-].C([Al+]C(C)C)(C)C.CCCCCC.[OH2:28]. Product: [CH3:1][Si:2]([CH3:13])([CH3:12])[O:3][C:4]1([CH:10]=[O:28])[CH2:9][CH2:8][O:7][CH2:6][CH2:5]1. (2) Reactant: [C:1]1([CH3:11])[CH:6]=[CH:5][C:4]([S:7](Cl)(=[O:9])=[O:8])=[CH:3][CH:2]=1.[C:12]([S:31][CH2:32][CH2:33][CH2:34][CH2:35][CH2:36][CH2:37][CH2:38][CH2:39][CH2:40][CH2:41][CH2:42][O:43][CH2:44][CH2:45][O:46][CH2:47][CH2:48][O:49][CH2:50][CH2:51][O:52][CH2:53][CH2:54][O:55][CH2:56][CH2:57][O:58][CH2:59][CH2:60][OH:61])([C:25]1[CH:30]=[CH:29][CH:28]=[CH:27][CH:26]=1)([C:19]1[CH:24]=[CH:23][CH:22]=[CH:21][CH:20]=1)[C:13]1[CH:18]=[CH:17][CH:16]=[CH:15][CH:14]=1.N1C=CC=CC=1. Product: [C:12]([S:31][CH2:32][CH2:33][CH2:34][CH2:35][CH2:36][CH2:37][CH2:38][CH2:39][CH2:40][CH2:41][CH2:42][O:43][CH2:44][CH2:45][O:46][CH2:47][CH2:48][O:49][CH2:50][CH2:51][O:52][CH2:53][CH2:54][O:55][CH2:56][CH2:57][O:58][CH2:59][CH2:60][O:61][S:7]([C:4]1[CH:5]=[CH:6][C:1]([CH3:11])=[CH:2][CH:3]=1)(=[O:9])=[O:8])([C:25]1[CH:30]=[CH:29][CH:28]=[CH:27][CH:26]=1)([C:13]1[CH:18]=[CH:17][CH:16]=[CH:15][CH:14]=1)[C:19]1[CH:24]=[CH:23][CH:22]=[CH:21][CH:20]=1. The catalyst class is: 2. (3) Reactant: C(Cl)(=O)C(Cl)=O.CS(C)=O.[Si:11]([O:18][CH2:19][C:20]1([CH2:24][OH:25])[CH2:23][CH2:22][CH2:21]1)([C:14]([CH3:17])([CH3:16])[CH3:15])([CH3:13])[CH3:12]. Product: [Si:11]([O:18][CH2:19][C:20]1([CH:24]=[O:25])[CH2:21][CH2:22][CH2:23]1)([C:14]([CH3:17])([CH3:16])[CH3:15])([CH3:13])[CH3:12]. The catalyst class is: 2. (4) Reactant: [CH3:1][C:2]([O:5][C:6]([NH:8][C:9]([CH3:14])([C:11](O)=[O:12])[CH3:10])=[O:7])([CH3:4])[CH3:3].OC1C2N=N[NH:21][C:20]=2C=CC=1.C1(N=C=NC2CCCCC2)CCCCC1.CN.C(O)C. Product: [CH3:1][C:2]([O:5][C:6]([NH:8][C:9]([CH3:14])([C:11]([NH:21][CH3:20])=[O:12])[CH3:10])=[O:7])([CH3:4])[CH3:3]. The catalyst class is: 59. (5) Reactant: [N:1]1([C:10]2[S:14][C:13]([C:15]([O:17]C)=[O:16])=[C:12]([N:19]([C:31]([O:33][CH2:34][C:35]3[CH:40]=[CH:39][CH:38]=[CH:37][CH:36]=3)=[O:32])[CH2:20][C:21]3[CH:26]=[CH:25][CH:24]=[CH:23][C:22]=3[C:27]([F:30])([F:29])[F:28])[CH:11]=2)[C:5]2[CH:6]=[CH:7][CH:8]=[CH:9][C:4]=2[N:3]=[CH:2]1.[Li+].[OH-].C(OCC)C.O. Product: [N:1]1([C:10]2[S:14][C:13]([C:15]([OH:17])=[O:16])=[C:12]([N:19]([C:31]([O:33][CH2:34][C:35]3[CH:40]=[CH:39][CH:38]=[CH:37][CH:36]=3)=[O:32])[CH2:20][C:21]3[CH:26]=[CH:25][CH:24]=[CH:23][C:22]=3[C:27]([F:28])([F:30])[F:29])[CH:11]=2)[C:5]2[CH:6]=[CH:7][CH:8]=[CH:9][C:4]=2[N:3]=[CH:2]1. The catalyst class is: 7.